This data is from Full USPTO retrosynthesis dataset with 1.9M reactions from patents (1976-2016). The task is: Predict the reactants needed to synthesize the given product. Given the product [Br:38][CH2:39][CH2:40][CH2:41][N:10]1[C:11]2[CH:16]=[CH:15][CH:14]=[CH:13][C:12]=2[N:8]([C:5]2[CH:6]=[CH:7][C:2]([F:1])=[CH:3][CH:4]=2)[S:9]1(=[O:17])=[O:18], predict the reactants needed to synthesize it. The reactants are: [F:1][C:2]1[CH:7]=[CH:6][C:5]([N:8]2[C:12]3[CH:13]=[CH:14][CH:15]=[CH:16][C:11]=3[NH:10][S:9]2(=[O:18])=[O:17])=[CH:4][CH:3]=1.C1(P(C2C=CC=CC=2)C2C=CC=CC=2)C=CC=CC=1.[Br:38][CH2:39][CH2:40][CH2:41]O.CC(OC(/N=N/C(OC(C)C)=O)=O)C.